From a dataset of Reaction yield outcomes from USPTO patents with 853,638 reactions. Predict the reaction yield, written as a fraction of the theoretical maximum amount of product (1.0 means a 100% yield; for example, 0.34 means a 34% yield). (1) The reactants are Cl[C:2]1[C:7]([C:8]#[N:9])=[C:6]([C:10]2[CH:11]=[N:12][CH:13]=[C:14]([O:16][CH3:17])[CH:15]=2)[N:5]=[CH:4][N:3]=1.[SH:18][CH2:19][C:20]([NH2:22])=[O:21].[C:23](=O)([O-])[O-].[K+].[K+]. The catalyst is C(O)C. The product is [NH2:9][C:8]1[C:7]2[C:6]([C:10]3[CH:11]=[N:12][CH:13]=[C:14]([O:16][CH3:17])[CH:15]=3)=[N:5][C:4]([CH3:23])=[N:3][C:2]=2[S:18][C:19]=1[C:20]([NH2:22])=[O:21]. The yield is 0.0170. (2) The reactants are [CH3:1][N:2]1[C:10]([CH2:11][N:12]2[CH2:17][CH2:16][CH:15]([C:18]([OH:21])([CH3:20])[CH3:19])[CH2:14][CH2:13]2)=[N:9][C:8]2[C:3]1=[N:4][C:5]([Sn](CCCC)(CCCC)CCCC)=[N:6][C:7]=2[N:22]1[CH2:27][CH2:26][O:25][CH2:24][CH2:23]1.Br[C:42]1[N:47]2[CH:48]=[CH:49][N:50]=[C:46]2[CH:45]=[CH:44][CH:43]=1. The catalyst is O1CCOCC1.S1C=CC=C1C([O-])=O.[Cu+].C1C=CC([P]([Pd]([P](C2C=CC=CC=2)(C2C=CC=CC=2)C2C=CC=CC=2)([P](C2C=CC=CC=2)(C2C=CC=CC=2)C2C=CC=CC=2)[P](C2C=CC=CC=2)(C2C=CC=CC=2)C2C=CC=CC=2)(C2C=CC=CC=2)C2C=CC=CC=2)=CC=1. The product is [N:50]1[CH:49]=[CH:48][N:47]2[C:42]([C:5]3[N:4]=[C:3]4[C:8]([N:9]=[C:10]([CH2:11][N:12]5[CH2:13][CH2:14][CH:15]([C:18]([OH:21])([CH3:19])[CH3:20])[CH2:16][CH2:17]5)[N:2]4[CH3:1])=[C:7]([N:22]4[CH2:27][CH2:26][O:25][CH2:24][CH2:23]4)[N:6]=3)=[CH:43][CH:44]=[CH:45][C:46]=12. The yield is 0.580. (3) The reactants are [F:1][C:2]1[N:7]=[CH:6][C:5]([NH:8][CH2:9][CH2:10][O:11]C2CCCCO2)=[C:4]([I:18])[CH:3]=1.C1(C)C=CC(S([O-])(=O)=O)=CC=1.[NH+]1C=CC=CC=1. The catalyst is C(O)C. The product is [F:1][C:2]1[N:7]=[CH:6][C:5]([NH:8][CH2:9][CH2:10][OH:11])=[C:4]([I:18])[CH:3]=1. The yield is 0.280. (4) The reactants are [CH3:1][O:2][C:3]1[CH:8]=[CH:7][C:6]([CH2:9][C:10]([OH:12])=[O:11])=[CH:5][CH:4]=1.[CH:13](O)([CH3:15])[CH3:14].C1(P(C2C=CC=CC=2)C2C=CC=CC=2)C=CC=CC=1. The catalyst is O1CCCC1. The product is [CH:13]([O:11][C:10](=[O:12])[CH2:9][C:6]1[CH:5]=[CH:4][C:3]([O:2][CH3:1])=[CH:8][CH:7]=1)([CH3:15])[CH3:14]. The yield is 0.700. (5) The reactants are [C:1](/[C:3](=[C:7]1/[C:8]2[CH:27]=[CH:26][CH:25]=[CH:24][C:9]=2[O:10][CH2:11][C:12]2[CH:17]=[C:16]([C:18](OCCC)=[O:19])[CH:15]=[CH:14][C:13]/1=2)/[CH2:4][CH2:5][CH3:6])#[N:2].C(/C(=C1\C2C=CC=CC=2OCC2C=C(C(OCCC)=O)C=CC\1=2)/CCC)#N.C(C1(/C=C2\C3C=CC=CC=3OCC3C=C(C(OCCC)=O)C=CC\2=3)CC1)#N. No catalyst specified. The product is [OH:19][CH2:18][C:16]1[CH:15]=[CH:14][C:13]2/[C:7](=[C:3](/[CH2:4][CH2:5][CH3:6])\[C:1]#[N:2])/[C:8]3[CH:27]=[CH:26][CH:25]=[CH:24][C:9]=3[O:10][CH2:11][C:12]=2[CH:17]=1. The yield is 0.410. (6) The reactants are [NH2:1][C:2]1[CH:3]=[C:4]([OH:8])[CH:5]=[CH:6][CH:7]=1.CC(C)([O-])C.[K+].I[C:16]1[CH:17]=[CH:18][C:19]2[N:20]([CH:22]=[C:23]([NH:25][C:26](=[O:29])[CH2:27][CH3:28])[N:24]=2)[N:21]=1.C(=O)([O-])[O-].[K+].[K+]. The catalyst is CN(C)C=O.[Cl-].[Na+].O. The product is [NH2:1][C:2]1[CH:3]=[C:4]([CH:5]=[CH:6][CH:7]=1)[O:8][C:16]1[CH:17]=[CH:18][C:19]2[N:20]([CH:22]=[C:23]([NH:25][C:26](=[O:29])[CH2:27][CH3:28])[N:24]=2)[N:21]=1. The yield is 0.560. (7) The reactants are [Cl:1][C:2]1[N:7]([CH3:8])[C:6](=[O:9])[CH:5]=[CH:4][CH:3]=1.[Br:10]N1C(=O)CCC1=O. The catalyst is CN(C=O)C. The product is [Br:10][C:5]1[C:6](=[O:9])[N:7]([CH3:8])[C:2]([Cl:1])=[CH:3][CH:4]=1. The yield is 0.550. (8) The reactants are C([O:5][C@H:6]([C@H:8]1[CH2:12][O:11][C:10](=[O:13])[N:9]1[C:14]1[CH:19]=[CH:18][N:17]=[C:16]([F:20])[N:15]=1)[CH3:7])(C)(C)C.C(O)(C(F)(F)F)=O. The catalyst is C(Cl)Cl. The product is [F:20][C:16]1[N:15]=[C:14]([N:9]2[C@@H:8]([C@@H:6]([OH:5])[CH3:7])[CH2:12][O:11][C:10]2=[O:13])[CH:19]=[CH:18][N:17]=1. The yield is 0.950.